Dataset: Forward reaction prediction with 1.9M reactions from USPTO patents (1976-2016). Task: Predict the product of the given reaction. (1) Given the reactants [N+:1]([C:4]1[CH:9]=[CH:8][C:7]([OH:10])=[CH:6][CH:5]=1)([O-])=O.[C:11](O[C:11]([O:13][C:14]([CH3:17])([CH3:16])[CH3:15])=[O:12])([O:13][C:14]([CH3:17])([CH3:16])[CH3:15])=[O:12].O, predict the reaction product. The product is: [C:11](=[O:12])([O:13][C:14]([CH3:17])([CH3:16])[CH3:15])[O:10][C:7]1[CH:8]=[CH:9][C:4]([NH2:1])=[CH:5][CH:6]=1. (2) Given the reactants [F:1][C:2]1[C:3]([C@H:8]([C:19]2[CH:24]=[CH:23][C:22]([C:25]([F:28])([F:27])[F:26])=[CH:21][CH:20]=2)[NH:9][C:10](=[O:18])[C:11]2[CH:16]=[CH:15][C:14]([OH:17])=[CH:13][N:12]=2)=[N:4][CH:5]=[CH:6][CH:7]=1.C([O:33][C:34](=[O:37])[CH2:35]Br)(C)(C)C.C(=O)([O-])[O-].[Cs+].[Cs+], predict the reaction product. The product is: [F:1][C:2]1[C:3]([C@@H:8]([NH:9][C:10]([C:11]2[N:12]=[CH:13][C:14]([O:17][CH2:35][C:34]([OH:37])=[O:33])=[CH:15][CH:16]=2)=[O:18])[C:19]2[CH:24]=[CH:23][C:22]([C:25]([F:28])([F:26])[F:27])=[CH:21][CH:20]=2)=[N:4][CH:5]=[CH:6][CH:7]=1.